From a dataset of Forward reaction prediction with 1.9M reactions from USPTO patents (1976-2016). Predict the product of the given reaction. (1) Given the reactants [CH3:1][C:2]1[CH:7]=[C:6]([CH3:8])[CH:5]=[C:4]([CH3:9])[C:3]=1[NH:10][C:11]1[CH:16]=[CH:15][N:14]=[C:13]([NH:17][C:18]2[CH:25]=[CH:24][C:21]([C:22]#[N:23])=[CH:20][CH:19]=2)[N:12]=1.C[OH:27], predict the reaction product. The product is: [CH3:1][C:2]1[CH:7]=[C:6]([CH3:8])[CH:5]=[C:4]([CH3:9])[C:3]=1[NH:10][C:11]1[CH:16]=[CH:15][N:14]=[C:13]([NH:17][C:18]2[CH:25]=[CH:24][C:21]([C:22]([NH2:23])=[O:27])=[CH:20][CH:19]=2)[N:12]=1. (2) Given the reactants O[CH2:2][N:3]1[CH2:7][CH2:6][CH2:5][C:4]1=[O:8].S(=O)(=O)(O)O.[Cl:14][CH:15]=[CH:16]Cl.C([O-])([O-])=[O:19].[K+].[K+], predict the reaction product. The product is: [Cl:14][CH:15]([CH2:2][N:3]1[CH2:7][CH2:6][CH2:5][C:4]1=[O:8])[CH:16]=[O:19].